This data is from Reaction yield outcomes from USPTO patents with 853,638 reactions. The task is: Predict the reaction yield, written as a fraction of the theoretical maximum amount of product (1.0 means a 100% yield; for example, 0.34 means a 34% yield). (1) The reactants are [F:1][C:2]1[CH:7]=[CH:6][C:5]([N:8]2[CH2:13][CH2:12][N:11]([CH2:14][CH2:15][CH2:16][N:17]3[C:21]4[CH2:22][CH2:23][CH2:24][N:25]([CH3:29])[S:26](=[O:28])(=[O:27])[C:20]=4[CH:19]=[CH:18]3)[CH2:10][CH2:9]2)=[CH:4][CH:3]=1.Cl.[NH2:31][OH:32].C([O-])(=O)C.[Na+]. The catalyst is CO. The product is [F:1][C:2]1[CH:3]=[CH:4][C:5]([N:8]2[CH2:9][CH2:10][N:11]([CH2:14][CH2:15][CH2:16][N:17]3[C:21]4[C:22](=[N:31][OH:32])[CH2:23][CH2:24][N:25]([CH3:29])[S:26](=[O:28])(=[O:27])[C:20]=4[CH:19]=[CH:18]3)[CH2:12][CH2:13]2)=[CH:6][CH:7]=1. The yield is 0.660. (2) The reactants are [Br:1][C:2]1[CH:3]=[C:4]2[CH:10]=[CH:9][NH:8][C:5]2=[N:6][CH:7]=1.[I:11]N1C(=O)CCC1=O. The catalyst is CC(C)=O. The product is [Br:1][C:2]1[CH:3]=[C:4]2[C:10]([I:11])=[CH:9][NH:8][C:5]2=[N:6][CH:7]=1. The yield is 0.740. (3) The reactants are [NH2:1][C:2]1[CH:3]=[C:4]([CH:17]=[CH:18][CH:19]=1)[O:5][C:6]1[C:15]2[N:14]=[CH:13][C:12](=[O:16])[NH:11][C:10]=2[N:9]=[CH:8][CH:7]=1.[F:20][C:21]1[CH:26]=[CH:25][C:24]([C:27]([F:30])([F:29])[F:28])=[CH:23][C:22]=1[N:31]=[C:32]=[O:33]. No catalyst specified. The product is [F:20][C:21]1[CH:26]=[CH:25][C:24]([C:27]([F:30])([F:29])[F:28])=[CH:23][C:22]=1[NH:31][C:32]([NH:1][C:2]1[CH:19]=[CH:18][CH:17]=[C:4]([O:5][C:6]2[C:15]3[N:14]=[CH:13][C:12](=[O:16])[NH:11][C:10]=3[N:9]=[CH:8][CH:7]=2)[CH:3]=1)=[O:33]. The yield is 0.420. (4) The reactants are Br[C:2]1[CH:3]=[C:4]2[C:10]([C:11]3[CH:16]=[CH:15][CH:14]=[CH:13][C:12]=3[O:17][CH3:18])=[CH:9][N:8]([CH2:19][O:20][CH2:21][CH2:22][O:23][CH3:24])[C:5]2=[N:6][CH:7]=1.[Cl-].C(C1C=CC=C(C(C)C)[C:30]=1[C:38]1NC=[C:40]([C:43]2C(C(C)C)=CC=CC=2C(C)C)[NH+:39]=1)(C)C.CC(C)([O-:58])C.[K+]. The catalyst is C1C=CC(C#N)=CC=1.C1C=CC(C#N)=CC=1.Cl[Pd]Cl. The product is [CH3:24][O:23][CH2:22][CH2:21][O:20][CH2:19][N:8]1[C:5]2=[N:6][CH:7]=[C:2]([N:39]3[CH2:40][CH2:43][O:58][CH2:30][CH2:38]3)[CH:3]=[C:4]2[C:10]([C:11]2[CH:16]=[CH:15][CH:14]=[CH:13][C:12]=2[O:17][CH3:18])=[CH:9]1. The yield is 0.330. (5) The yield is 0.630. No catalyst specified. The reactants are [NH:1]1[C:9]2[C:4](=[CH:5][CH:6]=[CH:7][CH:8]=2)[C:3]([CH2:10][CH2:11][NH:12][C:13]([CH:15]([CH2:22][CH2:23][C:24]2[CH:29]=[CH:28][CH:27]=[CH:26][CH:25]=2)[CH2:16][C:17]([O:19]CC)=[O:18])=[O:14])=[CH:2]1.[Li]. The product is [NH:1]1[C:9]2[C:4](=[CH:5][CH:6]=[CH:7][CH:8]=2)[C:3]([CH2:10][CH2:11][NH:12][C:13]([CH:15]([CH2:22][CH2:23][C:24]2[CH:25]=[CH:26][CH:27]=[CH:28][CH:29]=2)[CH2:16][C:17]([OH:19])=[O:18])=[O:14])=[CH:2]1.